From a dataset of Experimentally validated miRNA-target interactions with 360,000+ pairs, plus equal number of negative samples. Binary Classification. Given a miRNA mature sequence and a target amino acid sequence, predict their likelihood of interaction. Result: 1 (interaction). The miRNA is hsa-miR-224-3p with sequence AAAAUGGUGCCCUAGUGACUACA. The protein sequence of the target gene is MSSRKQGSQPRGQQSAEEENFKKPTRSNMQRSKMRGASSGKKTAGPQQKNLEPALPGRWGGRSAENPPSGSVRKTRKNKQKTPGNGDGGSTSEAPQPPRKKRARADPTVESEEAFKNRMEVKVKIPEELKPWLVEDWDLVTRQKQLFQLPAKKNVDAILEEYANCKKSQGNVDNKEYAVNEVVAGIKEYFNVMLGTQLLYKFERPQYAEILLAHPDAPMSQVYGAPHLLRLFVRIGAMLAYTPLDEKSLALLLGYLHDFLKYLAKNSASLFTASDYKVASAEYHRKAL.